This data is from Reaction yield outcomes from USPTO patents with 853,638 reactions. The task is: Predict the reaction yield, written as a fraction of the theoretical maximum amount of product (1.0 means a 100% yield; for example, 0.34 means a 34% yield). (1) The reactants are C([O-])(O)=O.[Na+].[CH3:6][O:7][CH2:8][CH2:9][O:10][CH2:11][C:12]([C:15]1[CH:20]=[CH:19][C:18]([NH2:21])=[CH:17][C:16]=1[N+:22]([O-:24])=[O:23])([CH3:14])[CH3:13].[C:25](Cl)(=[O:27])[CH3:26].O. The catalyst is ClCCl. The product is [CH3:6][O:7][CH2:8][CH2:9][O:10][CH2:11][C:12]([C:15]1[CH:20]=[CH:19][C:18]([NH:21][C:25](=[O:27])[CH3:26])=[CH:17][C:16]=1[N+:22]([O-:24])=[O:23])([CH3:14])[CH3:13]. The yield is 0.870. (2) The reactants are [F:1][C:2]1[CH:3]=[N:4][C:5]2[CH:6]=[CH:7][C:8](=[O:17])[N:9]3[CH2:13][C:12]([OH:16])([CH2:14][OH:15])[C:11]=1[C:10]=23.[Cl:18]N1C(=O)CCC1=O. The catalyst is C(O)(=O)C.O. The product is [Cl:18][C:7]1[C:8](=[O:17])[N:9]2[CH2:13][C:12]([OH:16])([CH2:14][OH:15])[C:11]3=[C:2]([F:1])[CH:3]=[N:4][C:5]([CH:6]=1)=[C:10]23. The yield is 1.30. (3) The reactants are C[O:2][C:3](=[O:36])[C@@H:4]([NH:23][C:24]([C:26]1([CH2:31][CH2:32][N:33]=[N+:34]=[N-:35])[CH2:30][CH2:29][CH2:28][CH2:27]1)=[O:25])[CH2:5][C:6]1[CH:11]=[CH:10][C:9]([NH:12][C:13](=[O:22])[C:14]2[C:19]([Cl:20])=[CH:18][CH:17]=[CH:16][C:15]=2[Cl:21])=[CH:8][CH:7]=1.[OH-].[Na+]. The catalyst is C1COCC1.C(O)C.O. The product is [N:33]([CH2:32][CH2:31][C:26]1([C:24]([NH:23][C@@H:4]([CH2:5][C:6]2[CH:7]=[CH:8][C:9]([NH:12][C:13](=[O:22])[C:14]3[C:15]([Cl:21])=[CH:16][CH:17]=[CH:18][C:19]=3[Cl:20])=[CH:10][CH:11]=2)[C:3]([OH:36])=[O:2])=[O:25])[CH2:30][CH2:29][CH2:28][CH2:27]1)=[N+:34]=[N-:35]. The yield is 0.930. (4) The reactants are Br[C:2]1[CH:3]=[C:4]([C:10]#[N:11])[S:5][C:6]=1[N+:7]([O-:9])=[O:8].[Br:12][C:13]1[CH:14]=[C:15]([SH:19])[CH:16]=[CH:17][CH:18]=1.C(N(CC)CC)C.C1C[O:30]CC1. The yield is 0.600. The product is [Br:12][C:13]1[CH:14]=[C:15]([S:19]([C:2]2[CH:3]=[C:4]([C:10]#[N:11])[S:5][C:6]=2[N+:7]([O-:9])=[O:8])=[O:30])[CH:16]=[CH:17][CH:18]=1. No catalyst specified. (5) The reactants are [C:1]([C:3]1[C:4]([C:22]2[CH:27]=[CH:26][C:25]([O:28][C:29]3[CH:34]=[CH:33][CH:32]=[CH:31][CH:30]=3)=[CH:24][CH:23]=2)=[N:5][N:6]2[C:11]([C:12]3[CH:13]=[C:14]([NH:18]C(=O)C)[CH:15]=[CH:16][CH:17]=3)=[CH:10][CH:9]=[N:8][C:7]=12)#[N:2].Cl. The catalyst is C(O)C. The product is [NH2:18][C:14]1[CH:13]=[C:12]([C:11]2[N:6]3[N:5]=[C:4]([C:22]4[CH:27]=[CH:26][C:25]([O:28][C:29]5[CH:30]=[CH:31][CH:32]=[CH:33][CH:34]=5)=[CH:24][CH:23]=4)[C:3]([C:1]#[N:2])=[C:7]3[N:8]=[CH:9][CH:10]=2)[CH:17]=[CH:16][CH:15]=1. The yield is 0.970.